This data is from Peptide-MHC class I binding affinity with 185,985 pairs from IEDB/IMGT. The task is: Regression. Given a peptide amino acid sequence and an MHC pseudo amino acid sequence, predict their binding affinity value. This is MHC class I binding data. (1) The peptide sequence is GRLQSLQTY. The MHC is HLA-A26:01 with pseudo-sequence HLA-A26:01. The binding affinity (normalized) is 0.0847. (2) The peptide sequence is KLSDSKITV. The binding affinity (normalized) is 1.00. The MHC is HLA-A02:06 with pseudo-sequence HLA-A02:06.